This data is from NCI-60 drug combinations with 297,098 pairs across 59 cell lines. The task is: Regression. Given two drug SMILES strings and cell line genomic features, predict the synergy score measuring deviation from expected non-interaction effect. (1) Drug 1: C1CCN(CC1)CCOC2=CC=C(C=C2)C(=O)C3=C(SC4=C3C=CC(=C4)O)C5=CC=C(C=C5)O. Drug 2: CN1C2=C(C=C(C=C2)N(CCCl)CCCl)N=C1CCCC(=O)O.Cl. Cell line: MDA-MB-231. Synergy scores: CSS=23.2, Synergy_ZIP=-4.30, Synergy_Bliss=1.19, Synergy_Loewe=2.36, Synergy_HSA=1.36. (2) Drug 1: C1=CC(=CC=C1CCC2=CNC3=C2C(=O)NC(=N3)N)C(=O)NC(CCC(=O)O)C(=O)O. Drug 2: CN(CC1=CN=C2C(=N1)C(=NC(=N2)N)N)C3=CC=C(C=C3)C(=O)NC(CCC(=O)O)C(=O)O. Cell line: SK-MEL-5. Synergy scores: CSS=33.0, Synergy_ZIP=-5.21, Synergy_Bliss=2.45, Synergy_Loewe=1.73, Synergy_HSA=2.30. (3) Drug 1: CC1=C(C(CCC1)(C)C)C=CC(=CC=CC(=CC(=O)O)C)C. Drug 2: C1=NC2=C(N1)C(=S)N=CN2. Cell line: MOLT-4. Synergy scores: CSS=65.4, Synergy_ZIP=-1.17, Synergy_Bliss=-3.49, Synergy_Loewe=-12.2, Synergy_HSA=-1.40. (4) Drug 1: C1=CC(=CC=C1CC(C(=O)O)N)N(CCCl)CCCl.Cl. Drug 2: C1=NC2=C(N=C(N=C2N1C3C(C(C(O3)CO)O)F)Cl)N. Cell line: NCI-H322M. Synergy scores: CSS=7.92, Synergy_ZIP=-0.992, Synergy_Bliss=3.12, Synergy_Loewe=-9.61, Synergy_HSA=-0.572. (5) Drug 1: CCC(=C(C1=CC=CC=C1)C2=CC=C(C=C2)OCCN(C)C)C3=CC=CC=C3.C(C(=O)O)C(CC(=O)O)(C(=O)O)O. Drug 2: CN1C2=C(C=C(C=C2)N(CCCl)CCCl)N=C1CCCC(=O)O.Cl. Cell line: M14. Synergy scores: CSS=-1.66, Synergy_ZIP=-0.897, Synergy_Bliss=-4.44, Synergy_Loewe=-4.04, Synergy_HSA=-4.86. (6) Drug 1: CC1=C2C(C(=O)C3(C(CC4C(C3C(C(C2(C)C)(CC1OC(=O)C(C(C5=CC=CC=C5)NC(=O)OC(C)(C)C)O)O)OC(=O)C6=CC=CC=C6)(CO4)OC(=O)C)OC)C)OC. Drug 2: CC1OCC2C(O1)C(C(C(O2)OC3C4COC(=O)C4C(C5=CC6=C(C=C35)OCO6)C7=CC(=C(C(=C7)OC)O)OC)O)O. Cell line: SF-295. Synergy scores: CSS=59.3, Synergy_ZIP=-4.49, Synergy_Bliss=-6.73, Synergy_Loewe=-2.86, Synergy_HSA=-0.323. (7) Drug 1: C1=CC=C(C=C1)NC(=O)CCCCCCC(=O)NO. Drug 2: C1CN(P(=O)(OC1)NCCCl)CCCl. Cell line: RPMI-8226. Synergy scores: CSS=24.0, Synergy_ZIP=3.98, Synergy_Bliss=6.60, Synergy_Loewe=-39.2, Synergy_HSA=6.50.